Dataset: Catalyst prediction with 721,799 reactions and 888 catalyst types from USPTO. Task: Predict which catalyst facilitates the given reaction. (1) Reactant: C[O:2][C:3]([C:5]1[S:6][C:7]([C:20]#[C:21][C:22]([CH3:25])([CH3:24])[CH3:23])=[CH:8][C:9]=1[NH:10][C:11]([C@H:13]1[CH2:18][CH2:17][C@H:16]([CH3:19])[CH2:15][CH2:14]1)=[O:12])=[O:4].Cl[CH2:27][C:28]1[O:29][C:30]([CH3:33])=[N:31][N:32]=1.C(N(CC)CC)C. Product: [CH3:25][C:22]([CH3:23])([CH3:24])[C:21]#[C:20][C:7]1[S:6][C:5]([C:3]([OH:2])=[O:4])=[C:9]([N:10]([C:11]([C@H:13]2[CH2:18][CH2:17][C@H:16]([CH3:19])[CH2:15][CH2:14]2)=[O:12])[CH2:27][C:28]2[O:29][C:30]([CH3:33])=[N:31][N:32]=2)[CH:8]=1. The catalyst class is: 10. (2) Reactant: CC1[N:3]([C:8]2[N:13]=[C:12]([CH2:14][C:15]([N:17]3[C:22]4[CH:23]=[CH:24][C:25]([NH:27][C:28]([C:30]5[C:31]([C:36]6[CH:41]=[CH:40][C:39]([C:42]([F:45])([F:44])[F:43])=[CH:38][CH:37]=6)=[CH:32][CH:33]=[CH:34][CH:35]=5)=[O:29])=[CH:26][C:21]=4[O:20][CH2:19][CH2:18]3)=[O:16])[CH:11]=[CH:10][CH:9]=2)C(C)=CC=1.Cl.NO.C(N(CC)CC)C. Product: [NH2:3][C:8]1[N:13]=[C:12]([CH2:14][C:15]([N:17]2[C:22]3[CH:23]=[CH:24][C:25]([NH:27][C:28]([C:30]4[C:31]([C:36]5[CH:37]=[CH:38][C:39]([C:42]([F:43])([F:45])[F:44])=[CH:40][CH:41]=5)=[CH:32][CH:33]=[CH:34][CH:35]=4)=[O:29])=[CH:26][C:21]=3[O:20][CH2:19][CH2:18]2)=[O:16])[CH:11]=[CH:10][CH:9]=1. The catalyst class is: 40. (3) Reactant: [F:1][C:2]1[CH:3]=[C:4]([C:9]2[CH:18]=[N:17][C:16]3[C:11](=[CH:12][C:13]([C:29]4[S:30][CH:31]=[CH:32][N:33]=4)=[C:14]([OH:28])[C:15]=3[C:19]([NH:21][CH2:22][C:23]([O:25]CC)=[O:24])=[O:20])[N:10]=2)[CH:5]=[CH:6][C:7]=1[F:8].[OH-].[Na+]. Product: [F:1][C:2]1[CH:3]=[C:4]([C:9]2[CH:18]=[N:17][C:16]3[C:11](=[CH:12][C:13]([C:29]4[S:30][CH:31]=[CH:32][N:33]=4)=[C:14]([OH:28])[C:15]=3[C:19]([NH:21][CH2:22][C:23]([OH:25])=[O:24])=[O:20])[N:10]=2)[CH:5]=[CH:6][C:7]=1[F:8]. The catalyst class is: 8. (4) Reactant: [N+:1]([C:4]1[CH:12]=[CH:11][CH:10]=[C:6]([C:7]([OH:9])=O)[C:5]=1[C:13]([OH:15])=[O:14])([O-:3])=[O:2].C(OC(=O)C)(=O)C. Product: [N+:1]([C:4]1[CH:12]=[CH:11][CH:10]=[C:6]2[C:7]([O:15][C:13](=[O:14])[C:5]=12)=[O:9])([O-:3])=[O:2]. The catalyst class is: 81. (5) Reactant: C[O:2][C:3]([C:5]1([CH2:11][CH2:12][NH:13][C:14]2[C:15]([CH3:31])=[N:16][C:17]([N:20]3[CH2:24][CH2:23][C@@H:22]([N:25]4[CH2:29][CH2:28][CH2:27][C@@H:26]4[CH3:30])[CH2:21]3)=[CH:18][CH:19]=2)[CH2:10][CH2:9][O:8][CH2:7][CH2:6]1)=O.CC(C)([O-])C.[K+]. Product: [CH3:31][C:15]1[C:14]([N:13]2[CH2:12][CH2:11][C:5]3([CH2:6][CH2:7][O:8][CH2:9][CH2:10]3)[C:3]2=[O:2])=[CH:19][CH:18]=[C:17]([N:20]2[CH2:24][CH2:23][C@@H:22]([N:25]3[CH2:29][CH2:28][CH2:27][C@@H:26]3[CH3:30])[CH2:21]2)[N:16]=1. The catalyst class is: 7.